From a dataset of Reaction yield outcomes from USPTO patents with 853,638 reactions. Predict the reaction yield, written as a fraction of the theoretical maximum amount of product (1.0 means a 100% yield; for example, 0.34 means a 34% yield). (1) The reactants are [F:1][C:2]([F:7])([F:6])[C:3](O)=[O:4].[CH3:8][S:9]([N:12]1[CH2:17][CH2:16][N:15](C(OC(C)(C)C)=O)[CH2:14][CH2:13]1)(=[O:11])=[O:10]. The catalyst is ClCCl. The product is [F:1][C:2]([F:7])([F:6])[C:3]([N:15]1[CH2:16][CH2:17][N:12]([S:9]([CH3:8])(=[O:11])=[O:10])[CH2:13][CH2:14]1)=[O:4]. The yield is 1.00. (2) The yield is 0.730. The reactants are [Br:1][C:2]1[C:3]([F:12])=[C:4]2[C:10]([NH2:11])=[CH:9][NH:8][C:5]2=[N:6][CH:7]=1.[Cl:13][C:14]1[CH:15]=[CH:16][C:17]([C:20](O)=[O:21])=[N:18][CH:19]=1.C1N(P(Cl)(N2C(=O)OCC2)=O)C(=O)OC1.[Li+].[OH-]. The catalyst is C(Cl)Cl.O. The product is [Br:1][C:2]1[C:3]([F:12])=[C:4]2[C:10]([NH:11][C:20](=[O:21])[C:17]3[CH:16]=[CH:15][C:14]([Cl:13])=[CH:19][N:18]=3)=[CH:9][NH:8][C:5]2=[N:6][CH:7]=1. (3) The reactants are C([O:3][C:4](=O)[CH2:5][C:6]([C@H:8]1[CH2:13][CH2:12][N:11]([C:14]([O:16][CH3:17])=[O:15])[C@@H:10]([CH2:18][C:19]2[CH:24]=[CH:23][C:22]([F:25])=[CH:21][CH:20]=2)[CH2:9]1)=[O:7])C.[OH-].[Na+].[NH2:29]O.Cl. The catalyst is CO.O. The product is [F:25][C:22]1[CH:23]=[CH:24][C:19]([CH2:18][C@H:10]2[CH2:9][C@@H:8]([C:6]3[O:7][NH:29][C:4](=[O:3])[CH:5]=3)[CH2:13][CH2:12][N:11]2[C:14]([O:16][CH3:17])=[O:15])=[CH:20][CH:21]=1. The yield is 0.655. (4) The reactants are CO.C[O-].[Na+].[O:6]1CCC[CH2:7]1.[Cl:11][C:12]1[N:13]=[N:14][C:15](Cl)=[CH:16][CH:17]=1. The catalyst is O. The product is [CH3:7][O:6][C:15]1[N:14]=[N:13][C:12]([Cl:11])=[CH:17][CH:16]=1. The yield is 0.900. (5) The reactants are C(Cl)(=O)C(Cl)=O.CS(C)=O.[Cl:11][C:12]1[C:13]2[CH:24]=[CH:23][CH:22]=[CH:21][C:14]=2[S:15][C:16]=1[CH2:17][CH2:18][CH2:19][OH:20].C(N(CC)CC)C. The catalyst is ClCCl.O. The product is [Cl:11][C:12]1[C:13]2[CH:24]=[CH:23][CH:22]=[CH:21][C:14]=2[S:15][C:16]=1[CH2:17][CH2:18][CH:19]=[O:20]. The yield is 0.830. (6) The reactants are [Br:1][C:2]1[CH:10]=[CH:9][CH:8]=[C:7]2[C:3]=1C=C[N:6]2[CH2:11][CH2:12][CH2:13][CH2:14][CH3:15].BrN1C(=[O:22])CCC1=O.C([O:27][CH2:28][CH3:29])(=O)C.O. The catalyst is CS(C)=O. The product is [Br:1][C:2]1[CH:10]=[CH:9][CH:8]=[C:7]2[C:3]=1[C:28](=[O:27])[C:29](=[O:22])[N:6]2[CH2:11][CH2:12][CH2:13][CH2:14][CH3:15]. The yield is 0.920. (7) The reactants are O.[OH-].[Li+].[O:4]=[C:5]1[CH2:10][CH2:9][C:8]([C:15]2[CH:20]=[CH:19][CH:18]=[CH:17][CH:16]=2)([C:11]([O:13]C)=[O:12])[CH2:7][CH:6]1C(OC)=O. The catalyst is CO.O.O1CCCC1. The product is [O:4]=[C:5]1[CH2:10][CH2:9][C:8]([C:15]2[CH:16]=[CH:17][CH:18]=[CH:19][CH:20]=2)([C:11]([OH:13])=[O:12])[CH2:7][CH2:6]1. The yield is 0.990.